From a dataset of Peptide-MHC class II binding affinity with 134,281 pairs from IEDB. Regression. Given a peptide amino acid sequence and an MHC pseudo amino acid sequence, predict their binding affinity value. This is MHC class II binding data. (1) The peptide sequence is EWVAMTKGEGGVWTF. The MHC is HLA-DPA10103-DPB10201 with pseudo-sequence HLA-DPA10103-DPB10201. The binding affinity (normalized) is 0. (2) The peptide sequence is VLGVATFFCWMAEVPGTK. The MHC is DRB4_0101 with pseudo-sequence DRB4_0103. The binding affinity (normalized) is 0.110. (3) The peptide sequence is NALLLGDSALYLCASS. The MHC is DRB5_0101 with pseudo-sequence DRB5_0101. The binding affinity (normalized) is 0.297. (4) The peptide sequence is KWVQMCSRTLKNSHQ. The MHC is DRB1_0901 with pseudo-sequence DRB1_0901. The binding affinity (normalized) is 0.147.